Task: Regression/Classification. Given a drug SMILES string, predict its toxicity properties. Task type varies by dataset: regression for continuous values (e.g., LD50, hERG inhibition percentage) or binary classification for toxic/non-toxic outcomes (e.g., AMES mutagenicity, cardiotoxicity, hepatotoxicity). Dataset: herg_karim.. Dataset: hERG potassium channel inhibition data for cardiac toxicity prediction from Karim et al. (1) The drug is N[C@@H](Cn1c(=O)cnc2ccc(F)cc21)[C@H]1CC[C@H](NCc2ncc3c(n2)NC(=O)CO3)CC1. The result is 0 (non-blocker). (2) The molecule is Cc1cc(C)cc(OP(=O)(Oc2cc(C)cc(C)c2)Oc2cc(C)cc(C)c2)c1. The result is 0 (non-blocker). (3) The molecule is O=c1nc(N[C@@H]2C[C@@H]3CC[C@H](C2)N3c2ccc3c(c2)OCO3)c2cc(Cl)ccc2n1CC(F)(F)F. The result is 1 (blocker). (4) The compound is N#Cc1ccnc(C2=NC(c3ccc(F)cc3)(c3ccc(F)cc3)[C@H](CO)N2)c1. The result is 1 (blocker). (5) The compound is CCOc1cc2ncc(C(N)=O)c(Nc3cccc(Cl)c3Cl)c2cc1N1CCCN(C)CC1. The result is 1 (blocker).